Dataset: Full USPTO retrosynthesis dataset with 1.9M reactions from patents (1976-2016). Task: Predict the reactants needed to synthesize the given product. (1) The reactants are: [C:1]([O:5][C:6]([N:8]([CH3:17])[C@@H:9]1[CH2:13][CH2:12][C@H:11]([C:14](O)=[O:15])[CH2:10]1)=[O:7])([CH3:4])([CH3:3])[CH3:2].[Cl-].[NH4+].Cl.C[N:22](C)CCCN=C=NCC.O.ON1C2C=CC=CC=2N=N1.CN1CCOCC1. Given the product [C:1]([O:5][C:6](=[O:7])[N:8]([C@@H:9]1[CH2:13][CH2:12][C@H:11]([C:14](=[O:15])[NH2:22])[CH2:10]1)[CH3:17])([CH3:4])([CH3:3])[CH3:2], predict the reactants needed to synthesize it. (2) Given the product [Br:1][C:2]1[C:3]([OH:12])=[CH:4][C:5]([OH:11])=[C:6]([CH:10]=1)[C:7]([O:9][CH3:18])=[O:8], predict the reactants needed to synthesize it. The reactants are: [Br:1][C:2]1[C:3]([OH:12])=[CH:4][C:5]([OH:11])=[C:6]([CH:10]=1)[C:7]([OH:9])=[O:8].S(=O)(=O)(O)O.[C:18](=O)([O-])O.[Na+]. (3) Given the product [OH:15][CH:12]1[CH2:11][CH2:10][N:9]([C:7](=[O:8])[CH2:6][C:5](=[O:22])[C:4]([O:3][CH2:1][CH3:2])=[O:23])[CH2:14][CH2:13]1, predict the reactants needed to synthesize it. The reactants are: [CH2:1]([O:3][C:4](=[O:23])[C:5](=[O:22])[CH2:6][C:7]([N:9]1[CH2:14][CH2:13][CH:12]([O:15]C(=O)C(C)(C)C)[CH2:11][CH2:10]1)=[O:8])[CH3:2].[O-]CC.[Na+]. (4) Given the product [N:14]1[CH:15]=[CH:16][C:11]([C:10]([C:26]2[CH:27]=[CH:28][C:23]([NH:22][C:19](=[O:21])[CH3:20])=[CH:24][CH:25]=2)=[O:17])=[CH:12][CH:13]=1, predict the reactants needed to synthesize it. The reactants are: [Cl-].[Cl-].[Cl-].[Al+3].CN(C=O)C.[C:10](Cl)(=[O:17])[C:11]1[CH:16]=[CH:15][N:14]=[CH:13][CH:12]=1.[C:19]([NH:22][C:23]1[CH:28]=[CH:27][CH:26]=[CH:25][CH:24]=1)(=[O:21])[CH3:20]. (5) Given the product [Cl:1][C:2]1[C:3]([C:12]([F:15])([F:14])[F:13])=[N:4][N:5]([CH2:8][C:9]([N:58]2[CH:59]([C:63]([O:65][CH3:66])=[O:64])[CH2:60][CH2:61][C:62]3[N:54]([C:51]4[CH:50]=[CH:49][C:48]([F:47])=[CH:53][CH:52]=4)[N:55]=[CH:56][C:57]2=3)=[O:11])[C:6]=1[CH3:7], predict the reactants needed to synthesize it. The reactants are: [Cl:1][C:2]1[C:3]([C:12]([F:15])([F:14])[F:13])=[N:4][N:5]([CH2:8][C:9]([OH:11])=O)[C:6]=1[CH3:7].CCN(CC)CC.CN(C(ON1N=NC2C=CC=NC1=2)=[N+](C)C)C.F[P-](F)(F)(F)(F)F.[F:47][C:48]1[CH:53]=[CH:52][C:51]([N:54]2[C:62]3[CH2:61][CH2:60][CH:59]([C:63]([O:65][CH3:66])=[O:64])[NH:58][C:57]=3[CH:56]=[N:55]2)=[CH:50][CH:49]=1. (6) Given the product [Br:1][C:2]1[C:7]2[CH2:8][C@H:9]([CH3:11])[O:10][C:6]=2[C:5]([NH2:12])=[CH:4][C:3]=1[CH3:13], predict the reactants needed to synthesize it. The reactants are: [Br:1][C:2]1[C:7]2[CH2:8][C@@H:9]([CH3:11])[O:10][C:6]=2[C:5]([NH2:12])=[CH:4][C:3]=1[CH3:13].C[C@H]1CC2C=C(C)C=C(N)C=2O1. (7) Given the product [CH3:1][C:2]1[C:6]([CH2:5][N:4]2[CH2:11][CH2:10][O:13][CH2:2][CH2:3]2)=[C:5]([CH3:7])[NH:4][C:3]=1[CH:8]=[O:9], predict the reactants needed to synthesize it. The reactants are: [CH3:1][C:2]1[CH:6]=[C:5]([CH3:7])[NH:4][C:3]=1[CH:8]=[O:9].[C:10]([OH:13])(=O)[CH3:11].